This data is from Full USPTO retrosynthesis dataset with 1.9M reactions from patents (1976-2016). The task is: Predict the reactants needed to synthesize the given product. (1) The reactants are: [Br:1][C:2]1[CH:3]=[N+:4]([O-])[CH:5]=[C:6]2[C:11]=1[N:10]=[C:9]([C:12]([N:14]1[CH2:18][CH2:17][C:16]([F:20])([F:19])[CH2:15]1)=[O:13])[CH:8]=[CH:7]2.[N:22]1C=CC=CC=1.C1(C)C=CC(S(Cl)(=O)=O)=CC=1.C(CN)O. Given the product [NH2:22][C:5]1[N:4]=[CH:3][C:2]([Br:1])=[C:11]2[C:6]=1[CH:7]=[CH:8][C:9]([C:12]([N:14]1[CH2:18][CH2:17][C:16]([F:20])([F:19])[CH2:15]1)=[O:13])=[N:10]2, predict the reactants needed to synthesize it. (2) The reactants are: CON(C)[C:4]([C:6]1[N:7]=[CH:8][N:9]([C:11]2[CH:12]=[C:13]([C:17]3[C:22]([F:23])=[CH:21][CH:20]=[CH:19][C:18]=3[O:24][CH3:25])[CH:14]=[CH:15][CH:16]=2)[CH:10]=1)=[O:5].Br[C:28]1[C:33]([CH3:34])=[CH:32][CH:31]=[CH:30][N:29]=1. Given the product [F:23][C:22]1[C:17]([C:13]2[CH:14]=[CH:15][CH:16]=[C:11]([N:9]3[CH:10]=[C:6]([C:4]([C:28]4[C:33]([CH3:34])=[CH:32][CH:31]=[CH:30][N:29]=4)=[O:5])[N:7]=[CH:8]3)[CH:12]=2)=[C:18]([O:24][CH3:25])[CH:19]=[CH:20][CH:21]=1, predict the reactants needed to synthesize it.